Dataset: Catalyst prediction with 721,799 reactions and 888 catalyst types from USPTO. Task: Predict which catalyst facilitates the given reaction. (1) Reactant: ClC1C=CC=C[N:3]=1.S(=O)(=O)(O)O.Cl[C:14]1[C:19]([N+:20]([O-:22])=[O:21])=[CH:18][CH:17]=[CH:16][N:15]=1.C([O-])(=O)C.[NH4+]. Product: [NH2:3][C:14]1[C:19]([N+:20]([O-:22])=[O:21])=[CH:18][CH:17]=[CH:16][N:15]=1. The catalyst class is: 270. (2) Reactant: [OH:1][C@@H:2]1[CH2:6][N:5]([CH2:7][CH2:8][N:9]2[C:18]3[C:13](=[N:14][CH:15]=[C:16]([O:19][CH3:20])[CH:17]=3)[CH:12]=[CH:11][C:10]2=[O:21])[CH2:4][C@@H:3]1[CH2:22][NH:23]C(=O)OCC1C=CC=CC=1. Product: [NH2:23][CH2:22][C@@H:3]1[C@H:2]([OH:1])[CH2:6][N:5]([CH2:7][CH2:8][N:9]2[C:18]3[C:13](=[N:14][CH:15]=[C:16]([O:19][CH3:20])[CH:17]=3)[CH:12]=[CH:11][C:10]2=[O:21])[CH2:4]1. The catalyst class is: 19. (3) Reactant: [O:1]=[C:2]1[C:10]2([C:14]3=[CH:15][C:16]4[O:20][CH2:19][O:18][C:17]=4[CH:21]=[C:13]3[O:12][CH2:11]2)[C:9]2[C:4](=[CH:5][CH:6]=[CH:7][CH:8]=2)[N:3]1[CH2:22][C:23]([OH:25])=[O:24].CN1CCOCC1.Cl[C:34]([O:36][CH2:37][CH:38]([CH3:40])[CH3:39])=[O:35]. Product: [C:34](=[O:35])([O:24][C:23](=[O:25])[CH2:22][N:3]1[C:4]2[C:9](=[CH:8][CH:7]=[CH:6][CH:5]=2)[C:10]2([C:14]3=[CH:15][C:16]4[O:20][CH2:19][O:18][C:17]=4[CH:21]=[C:13]3[O:12][CH2:11]2)[C:2]1=[O:1])[O:36][CH2:37][CH:38]([CH3:40])[CH3:39]. The catalyst class is: 4. (4) Reactant: [CH2:1]([C:3]1[CH:8]=[CH:7][C:6]([NH:9][C:10](=[O:24])[O:11][CH2:12][C@@H:13]([N:15]([CH3:23])[C:16]([O:18]C(C)(C)C)=O)[CH3:14])=[CH:5][CH:4]=1)[CH3:2].[ClH:25].[CH2:26]([C:28]1[CH:33]=[CH:32][C:31](N=C=O)=[CH:30][CH:29]=1)C.CC[N:39](C(C)C)C(C)C. Product: [CH2:1]([C:3]1[CH:4]=[CH:5][C:6]([NH:9][C:10](=[O:24])[O:11][CH2:12][C@@H:13]([N:15]([CH3:23])[C:16]([NH:39][CH2:26][C:28]2[CH:33]=[CH:32][CH:31]=[CH:30][C:29]=2[Cl:25])=[O:18])[CH3:14])=[CH:7][CH:8]=1)[CH3:2]. The catalyst class is: 92. (5) Reactant: Br[C:2]1[CH:7]=[CH:6][C:5]([Br:8])=[CH:4][CH:3]=1.[Li]CCCC.[O:14]1[CH2:19][CH2:18][C:17](=[O:20])[CH2:16][CH2:15]1. Product: [Br:8][C:5]1[CH:6]=[CH:7][C:2]([C:17]2([OH:20])[CH2:18][CH2:19][O:14][CH2:15][CH2:16]2)=[CH:3][CH:4]=1. The catalyst class is: 1. (6) Reactant: S(=O)(=O)(O)O.O.O.O.O.O.O.[N+:12]([O-:15])([O-:14])=[O:13].[La+3:16].[N+:17]([O-:20])([O-:19])=[O:18].[N+:21]([O-:24])([O-:23])=[O:22]. Product: [N+:12]([O-:15])([O-:14])=[O:13].[La+3:16].[N+:17]([O-:20])([O-:19])=[O:18].[N+:21]([O-:24])([O-:23])=[O:22]. The catalyst class is: 6. (7) Reactant: [OH:1][N:2]=[C:3]([C:5]1[CH:19]=[CH:18][C:8]([C:9]([NH:11][CH2:12][CH2:13][C:14]([F:17])([F:16])[F:15])=[O:10])=[CH:7][CH:6]=1)[NH2:4].[C:20](O)(=O)[CH3:21].C(P1(=O)OP(CCC)(=O)OP(CCC)(=O)O1)CC.CCN(C(C)C)C(C)C. Product: [CH3:20][C:21]1[O:1][N:2]=[C:3]([C:5]2[CH:19]=[CH:18][C:8]([C:9]([NH:11][CH2:12][CH2:13][C:14]([F:16])([F:15])[F:17])=[O:10])=[CH:7][CH:6]=2)[N:4]=1. The catalyst class is: 84. (8) Reactant: [C:1]([C:3]1[CH:4]=[CH:5][C:6]([N+:35]([O-])=O)=[C:7]([NH:9][C:10]2[N:15]=[C:14]3[N:16]([C@@H:27]([C:29]4[CH:30]=[N:31][CH:32]=[CH:33][CH:34]=4)[CH3:28])[C:17](=[O:26])[N:18]([C:19]([O:21][C:22]([CH3:25])([CH3:24])[CH3:23])=[O:20])[C:13]3=[CH:12][CH:11]=2)[CH:8]=1)#[N:2].[O-]S(S([O-])=O)=O.[Na+].[Na+].C([O-])(O)=O.[Na+]. Product: [NH2:35][C:6]1[CH:5]=[CH:4][C:3]([C:1]#[N:2])=[CH:8][C:7]=1[NH:9][C:10]1[N:15]=[C:14]2[N:16]([C@@H:27]([C:29]3[CH:30]=[N:31][CH:32]=[CH:33][CH:34]=3)[CH3:28])[C:17](=[O:26])[N:18]([C:19]([O:21][C:22]([CH3:25])([CH3:23])[CH3:24])=[O:20])[C:13]2=[CH:12][CH:11]=1. The catalyst class is: 299.